Dataset: Forward reaction prediction with 1.9M reactions from USPTO patents (1976-2016). Task: Predict the product of the given reaction. (1) Given the reactants C([C:4]1[C:12]2[C:7](=[CH:8][C:9]([CH2:13][N:14]3[CH2:19][CH2:18][N:17]([CH3:20])[CH2:16][CH2:15]3)=[CH:10][CH:11]=2)[NH:6][C:5]=1[C:21]1[CH:26]=[C:25]([C:27]2[CH:32]=[CH:31][N:30]=[CH:29][CH:28]=2)[N:24]=[N:23][C:22]=1OC)(C)C.[OH-:35].[Na+], predict the reaction product. The product is: [CH2:8]([C:4]1[C:12]2[C:7](=[CH:8][C:9]([CH2:13][N:14]3[CH2:15][CH2:16][N:17]([CH3:20])[CH2:18][CH2:19]3)=[CH:10][CH:11]=2)[NH:6][C:5]=1[C:21]1[C:22](=[O:35])[NH:23][N:24]=[C:25]([C:27]2[CH:32]=[CH:31][N:30]=[CH:29][CH:28]=2)[CH:26]=1)[CH:9]([CH3:13])[CH3:10]. (2) Given the reactants [CH:1]1([CH2:6][CH:7]([C:18]2[NH:22][C:21]([C:23]([NH2:25])=O)=[C:20]([CH3:26])[CH:19]=2)[C:8]2[CH:13]=[CH:12][C:11]([S:14]([CH3:17])(=[O:16])=[O:15])=[CH:10][CH:9]=2)[CH2:5][CH2:4][CH2:3][CH2:2]1.COC1C=CC(P2(SP(C3C=CC(OC)=CC=3)(=S)S2)=[S:36])=CC=1, predict the reaction product. The product is: [CH:1]1([CH2:6][CH:7]([C:18]2[NH:22][C:21]([C:23](=[S:36])[NH2:25])=[C:20]([CH3:26])[CH:19]=2)[C:8]2[CH:13]=[CH:12][C:11]([S:14]([CH3:17])(=[O:16])=[O:15])=[CH:10][CH:9]=2)[CH2:5][CH2:4][CH2:3][CH2:2]1. (3) Given the reactants Br[C:2]1[CH:14]=[CH:13][C:5]([C:6]([N:8]([CH2:11][CH3:12])[CH2:9][CH3:10])=[O:7])=[C:4]([Cl:15])[CH:3]=1.[C:16](=O)([O-])[O-].[K+].[K+].C[Zn]C.ClCCl, predict the reaction product. The product is: [Cl:15][C:4]1[CH:3]=[C:2]([CH3:16])[CH:14]=[CH:13][C:5]=1[C:6]([N:8]([CH2:11][CH3:12])[CH2:9][CH3:10])=[O:7]. (4) Given the reactants [C:1]([C:3]1[C:4]([N:18]2[CH2:23][CH2:22][NH:21][CH2:20][CH2:19]2)=[N:5][C:6]([C:14]([F:17])([F:16])[F:15])=[C:7]([CH:13]=1)[C:8]([O:10][CH2:11][CH3:12])=[O:9])#[N:2].[F:24][C:25]1[CH:30]=[CH:29][C:28]([S:31]([N:34]=[C:35]=[O:36])(=[O:33])=[O:32])=[CH:27][CH:26]=1.C(N(CC)CC)C, predict the reaction product. The product is: [C:1]([C:3]1[C:4]([N:18]2[CH2:23][CH2:22][N:21]([C:35]([NH:34][S:31]([C:28]3[CH:29]=[CH:30][C:25]([F:24])=[CH:26][CH:27]=3)(=[O:32])=[O:33])=[O:36])[CH2:20][CH2:19]2)=[N:5][C:6]([C:14]([F:15])([F:17])[F:16])=[C:7]([CH:13]=1)[C:8]([O:10][CH2:11][CH3:12])=[O:9])#[N:2]. (5) The product is: [ClH:15].[Cl:15][C:16]1[CH:17]=[C:18]2[C:22](=[CH:23][CH:24]=1)[NH:21][C:20]([C:6]([NH:8][C@@H:9]1[CH2:13][CH2:12][CH2:11][C@H:10]1[NH2:14])=[O:7])=[CH:19]2. Given the reactants C(O[C:6]([NH:8][C@@H:9]1[CH2:13][CH2:12][CH2:11][C@H:10]1[NH2:14])=[O:7])(C)(C)C.[Cl:15][C:16]1[CH:17]=[C:18]2[C:22](=[CH:23][CH:24]=1)[NH:21][C:20](C(O)=O)=[CH:19]2.Cl.CN(C)CCCN=C=NCC.O.ON1C2C=CC=CC=2N=N1.FC(F)(F)C(O)=O, predict the reaction product. (6) Given the reactants C([N:4]([CH2:8][CH3:9])[CH:5]([CH3:7])C)(C)C.[O:10]=[C:11]1[CH:16]=[CH:15][C:14]([C:17]2[O:21][N:20]=[C:19]([C:22]3[CH:27]=[CH:26][C:25]([C:28]([CH3:34])([CH3:33])[C:29]([F:32])([F:31])[F:30])=[CH:24][CH:23]=3)[N:18]=2)=[CH:13][N:12]1[CH2:35][C:36]1[CH:37]=[C:38]([CH:42]=[CH:43][CH:44]=1)[C:39](Cl)=[O:40].N1CCCC1.C(OCC)(=O)C, predict the reaction product. The product is: [N:4]1([C:39]([C:38]2[CH:37]=[C:36]([CH:44]=[CH:43][CH:42]=2)[CH2:35][N:12]2[CH:13]=[C:14]([C:17]3[O:21][N:20]=[C:19]([C:22]4[CH:27]=[CH:26][C:25]([C:28]([CH3:34])([CH3:33])[C:29]([F:30])([F:32])[F:31])=[CH:24][CH:23]=4)[N:18]=3)[CH:15]=[CH:16][C:11]2=[O:10])=[O:40])[CH2:5][CH2:7][CH2:9][CH2:8]1.